This data is from Reaction yield outcomes from USPTO patents with 853,638 reactions. The task is: Predict the reaction yield, written as a fraction of the theoretical maximum amount of product (1.0 means a 100% yield; for example, 0.34 means a 34% yield). (1) The reactants are [NH2:1][CH2:2][C:3]1[CH:8]=[CH:7][CH:6]=[CH:5][N:4]=1.[C:9]([O:13][C:14]1[CH:21]=[CH:20][CH:19]=[CH:18][C:15]=1[CH:16]=O)([CH3:12])([CH3:11])[CH3:10].[BH4-].[Na+]. The catalyst is CC#N. The product is [C:9]([O:13][C:14]1[CH:21]=[CH:20][CH:19]=[CH:18][C:15]=1[CH2:16][NH:1][CH2:2][C:3]1[CH:8]=[CH:7][CH:6]=[CH:5][N:4]=1)([CH3:12])([CH3:10])[CH3:11]. The yield is 0.580. (2) The reactants are C([O:5][CH:6]([C:10]1[CH:15]=[CH:14][C:13](C)=[CH:12][CH:11]=1)C(C)=C)C=CC.[C:17]1([C:19](=[CH:21][C:22](=[CH:24][CH:25]=1)[CH3:23])C)[CH3:18]. No catalyst specified. The product is [CH2:15]([CH:10]([CH2:11][C:12]([CH3:13])=[CH:18][C:17]1[CH:25]=[CH:24][C:22]([CH3:23])=[CH:21][CH:19]=1)[CH:6]=[O:5])[CH3:14]. The yield is 0.360. (3) The reactants are Br[C:2]1[CH:3]=[C:4]2[C:9](=[CH:10][CH:11]=1)[CH:8]=[C:7]([C:12]1[NH:16][C:15]([C@@H:17]3[CH2:21][C@H:20]([CH3:22])[CH2:19][N:18]3[C:23]([O:25][C:26]([CH3:29])([CH3:28])[CH3:27])=[O:24])=[N:14][C:13]=1[Cl:30])[CH:6]=[CH:5]2.[CH3:31][C@@H:32]1[CH2:36][N:35]([C:37]([O:39][C:40]([CH3:43])([CH3:42])[CH3:41])=[O:38])[C@H:34]([C:44]2[NH:45][C:46]([C:49]3[CH:54]=[CH:53][C:52](B4OC(C)(C)C(C)(C)O4)=[CH:51][CH:50]=3)=[CH:47][N:48]=2)[CH2:33]1.C([O-])(O)=O.[Na+]. The catalyst is C1C=CC([P]([Pd]([P](C2C=CC=CC=2)(C2C=CC=CC=2)C2C=CC=CC=2)([P](C2C=CC=CC=2)(C2C=CC=CC=2)C2C=CC=CC=2)[P](C2C=CC=CC=2)(C2C=CC=CC=2)C2C=CC=CC=2)(C2C=CC=CC=2)C2C=CC=CC=2)=CC=1. The product is [C:40]([O:39][C:37]([N:35]1[CH2:36][C@@H:32]([CH3:31])[CH2:33][C@H:34]1[C:44]1[NH:45][C:46]([C:49]2[CH:50]=[CH:51][C:52]([C:2]3[CH:3]=[C:4]4[C:9](=[CH:10][CH:11]=3)[CH:8]=[C:7]([C:12]3[NH:16][C:15]([C@@H:17]5[CH2:21][C@H:20]([CH3:22])[CH2:19][N:18]5[C:23]([O:25][C:26]([CH3:29])([CH3:27])[CH3:28])=[O:24])=[N:14][C:13]=3[Cl:30])[CH:6]=[CH:5]4)=[CH:53][CH:54]=2)=[CH:47][N:48]=1)=[O:38])([CH3:41])([CH3:42])[CH3:43]. The yield is 0.700. (4) The reactants are [Cl:1][C:2]1[N:7]=[C:6]([C:8]2[S:12][C:11]([CH:13]([CH3:15])[CH3:14])=[N:10][C:9]=2[C:16]2[CH:17]=[CH:18][C:19]([F:23])=[C:20]([CH:22]=2)[NH2:21])[CH:5]=[CH:4][N:3]=1.N1C=CC=CC=1.[F:30][C:31]1[CH:36]=[C:35]([F:37])[CH:34]=[CH:33][C:32]=1[S:38](Cl)(=[O:40])=[O:39]. The catalyst is C(Cl)Cl. The product is [Cl:1][C:2]1[N:7]=[C:6]([C:8]2[S:12][C:11]([CH:13]([CH3:15])[CH3:14])=[N:10][C:9]=2[C:16]2[CH:17]=[CH:18][C:19]([F:23])=[C:20]([NH:21][S:38]([C:32]3[CH:33]=[CH:34][C:35]([F:37])=[CH:36][C:31]=3[F:30])(=[O:40])=[O:39])[CH:22]=2)[CH:5]=[CH:4][N:3]=1. The yield is 0.498. (5) The reactants are [C:1]([Si:5]([O:8][C:9]1[CH:14]=[CH:13][C:12]([CH:15]2[CH2:20][CH2:19][C:18](=[CH2:21])[CH2:17][CH2:16]2)=[C:11]([O:22][Si:23]([C:26]([CH3:29])([CH3:28])[CH3:27])([CH3:25])[CH3:24])[CH:10]=1)([CH3:7])[CH3:6])([CH3:4])([CH3:3])[CH3:2].C12BC(CCC1)CCC2.OO.[OH-].[Na+].S(S([O-])(=O)=O)([O-])(=O)=[O:44].[Na+].[Na+]. The catalyst is C1COCC1. The product is [Si:23]([O:22][C:11]1[CH:10]=[C:9]([O:8][Si:5]([C:1]([CH3:4])([CH3:3])[CH3:2])([CH3:6])[CH3:7])[CH:14]=[CH:13][C:12]=1[C@@H:15]1[CH2:16][CH2:17][C@H:18]([CH2:21][OH:44])[CH2:19][CH2:20]1)([C:26]([CH3:29])([CH3:28])[CH3:27])([CH3:24])[CH3:25]. The yield is 0.520. (6) The reactants are Cl.C(OC([N:9]1[CH:14]([C:15]2[NH:19][C:18]3[CH:20]=[C:21]([C:24]4[CH:25]=[CH:26][C:27]5[C:31]6[CH:32]=[CH:33][C:34]([C:36]7[NH:37][C:38]([CH:41]8[CH2:45][CH2:44][CH2:43][N:42]8C(OC(C)(C)C)=O)=[N:39][CH:40]=7)=[CH:35][C:30]=6[S:29][C:28]=5[CH:53]=4)[CH:22]=[CH:23][C:17]=3[N:16]=2)[CH:13]2[CH2:54][CH:10]1[CH2:11][CH2:12]2)=O)(C)(C)C.[CH3:55][O:56][C:57]([NH:59][CH:60]([CH:64]([CH3:66])[CH3:65])[C:61](O)=[O:62])=[O:58].C[N:68]1[CH2:73][CH2:72][O:71]CC1.CN(C(ON1N=N[C:84]2[CH:85]=CC=N[C:83]1=2)=[N+](C)C)C.F[P-](F)(F)(F)(F)F.[C:98]([O:101][CH2:102]C)(=[O:100])C. The catalyst is O1CCOCC1.C(Cl)Cl. The product is [CH3:102][O:101][C:98](=[O:100])[NH:68][CH:73]([C:72]([N:42]1[CH2:43][CH2:44][CH2:45][CH:41]1[C:38]1[NH:37][C:36]([C:34]2[CH:33]=[CH:32][C:31]3[C:27]4[CH:26]=[CH:25][C:24]([C:21]5[CH:22]=[CH:23][C:17]6[N:16]=[C:15]([CH:14]7[CH:13]8[CH2:54][CH:10]([CH2:11][CH2:12]8)[N:9]7[C:61](=[O:62])[CH:60]([NH:59][C:57]([O:56][CH3:55])=[O:58])[CH:64]([CH3:66])[CH3:65])[NH:19][C:18]=6[CH:20]=5)=[CH:53][C:28]=4[S:29][C:30]=3[CH:35]=2)=[CH:40][N:39]=1)=[O:71])[CH:84]([CH3:85])[CH3:83]. The yield is 0.590. (7) The reactants are C([C:3]1[N:4]([CH2:17][C:18]2[CH:23]=[CH:22][CH:21]=[CH:20][C:19]=2[C:24]2[CH:29]=[CH:28][C:27]([Cl:30])=[CH:26][CH:25]=2)[C:5]2[C:10]([C:11](=[O:16])[C:12]=1[C:13]([OH:15])=[O:14])=[N:9][CH:8]=[CH:7][CH:6]=2)C.O.[OH-].[Li+]. The catalyst is CO.O. The product is [Cl:30][C:27]1[CH:28]=[CH:29][C:24]([C:19]2[CH:20]=[CH:21][CH:22]=[CH:23][C:18]=2[CH2:17][N:4]2[C:5]3[C:10](=[N:9][CH:8]=[CH:7][CH:6]=3)[C:11](=[O:16])[C:12]([C:13]([OH:15])=[O:14])=[CH:3]2)=[CH:25][CH:26]=1. The yield is 0.688. (8) The yield is 0.650. The product is [CH:1]([C:4]1[CH:5]=[CH:6][C:7]([C:10]2[S:14][C:13]([C:15]3[CH:24]=[CH:23][C:18]([C:19]([OH:21])=[O:20])=[CH:17][CH:16]=3)=[N:12][N:11]=2)=[CH:8][CH:9]=1)([CH3:3])[CH3:2]. The catalyst is C1COCC1.O.Cl. The reactants are [CH:1]([C:4]1[CH:9]=[CH:8][C:7]([C:10]2[S:14][C:13]([C:15]3[CH:24]=[CH:23][C:18]([C:19]([O:21]C)=[O:20])=[CH:17][CH:16]=3)=[N:12][N:11]=2)=[CH:6][CH:5]=1)([CH3:3])[CH3:2].[OH-].[Na+]. (9) The reactants are N[C@@H:2]([CH2:7][CH2:8][Br:9])[C:3]([O:5][CH3:6])=[O:4].C(N(CC)CC)C.[CH3:17][C:18]([O:21][C:22](O[C:22]([O:21][C:18]([CH3:20])([CH3:19])[CH3:17])=[O:23])=[O:23])([CH3:20])[CH3:19]. The catalyst is C1COCC1. The product is [Br:9][CH2:8][CH2:7][C@H:2]([C:22]([O:21][C:18]([CH3:20])([CH3:19])[CH3:17])=[O:23])[C:3]([O:5][CH3:6])=[O:4]. The yield is 0.750.